From a dataset of Reaction yield outcomes from USPTO patents with 853,638 reactions. Predict the reaction yield, written as a fraction of the theoretical maximum amount of product (1.0 means a 100% yield; for example, 0.34 means a 34% yield). (1) The reactants are [ClH:1].[CH2:2]([C:6]1[N:7]=[C:8]([NH2:11])[NH:9][CH:10]=1)[CH2:3][C:4]#[CH:5].[N:12]([CH2:15][CH2:16][CH2:17][C:18]1[CH:23]=[CH:22][CH:21]=[CH:20][CH:19]=1)=[N+:13]=[N-:14]. No catalyst specified. The product is [ClH:1].[C:18]1([CH2:17][CH2:16][CH2:15][N:12]2[CH:5]=[C:4]([CH2:3][CH2:2][C:6]3[N:7]=[C:8]([NH2:11])[NH:9][CH:10]=3)[N:14]=[N:13]2)[CH:23]=[CH:22][CH:21]=[CH:20][CH:19]=1. The yield is 0.360. (2) The reactants are [CH3:1][C:2]([C:5]1[CH:10]=[C:9]([CH2:11]O)[CH:8]=[CH:7][C:6]=1[C:13]1[CH:18]=[CH:17][CH:16]=[C:15]([O:19][CH2:20][CH3:21])[CH:14]=1)([CH3:4])[CH3:3].S(Cl)([Cl:24])=O. The catalyst is C(Cl)Cl. The product is [Cl:24][CH2:11][C:9]1[CH:8]=[CH:7][C:6]([C:13]2[CH:18]=[CH:17][CH:16]=[C:15]([O:19][CH2:20][CH3:21])[CH:14]=2)=[C:5]([C:2]([CH3:4])([CH3:3])[CH3:1])[CH:10]=1. The yield is 0.740.